From a dataset of CYP2D6 inhibition data for predicting drug metabolism from PubChem BioAssay. Regression/Classification. Given a drug SMILES string, predict its absorption, distribution, metabolism, or excretion properties. Task type varies by dataset: regression for continuous measurements (e.g., permeability, clearance, half-life) or binary classification for categorical outcomes (e.g., BBB penetration, CYP inhibition). Dataset: cyp2d6_veith. (1) The molecule is Oc1ccc2[nH]cc(CCCCN3CC=C(c4ccccc4)CC3)c2c1. The result is 0 (non-inhibitor). (2) The drug is COc1cccc(Nc2ncc3nc(-c4ccc(Cl)cc4)c(=O)n(C[C@H]4CCCO4)c3n2)c1. The result is 0 (non-inhibitor).